This data is from HIV replication inhibition screening data with 41,000+ compounds from the AIDS Antiviral Screen. The task is: Binary Classification. Given a drug SMILES string, predict its activity (active/inactive) in a high-throughput screening assay against a specified biological target. The compound is CSC1=NN=C(SC)NN1. The result is 0 (inactive).